This data is from Forward reaction prediction with 1.9M reactions from USPTO patents (1976-2016). The task is: Predict the product of the given reaction. (1) Given the reactants Br[C:2]1[S:6][C:5]([C:7]2[N:8]=[C:9]3[CH:14]=[N:13][CH:12]=[CH:11][N:10]3[C:15]=2[NH:16][C:17]([CH3:24])([CH3:23])[CH2:18][C:19]([CH3:22])([CH3:21])[CH3:20])=[CH:4][CH:3]=1.[C:25]([C:27]1[CH:28]=[N:29][CH:30]=[CH:31][CH:32]=1)#[CH:26].C(N(CC)CC)C.C(=O)([O-])[O-].[Na+].[Na+], predict the reaction product. The product is: [N:29]1[CH:30]=[CH:31][CH:32]=[C:27]([C:25]#[C:26][C:2]2[S:6][C:5]([C:7]3[N:8]=[C:9]4[CH:14]=[N:13][CH:12]=[CH:11][N:10]4[C:15]=3[NH:16][C:17]([CH3:24])([CH3:23])[CH2:18][C:19]([CH3:20])([CH3:21])[CH3:22])=[CH:4][CH:3]=2)[CH:28]=1. (2) The product is: [CH2:23]([O:22][C:20](=[O:21])[CH2:19][CH2:18][CH2:17][CH2:16][CH2:15][CH2:14][N:13]1[C:12]2[C:7]([C:8](=[O:26])[NH:9][C:10](=[O:25])[N:11]=2)=[N:6][C:5]2[CH:27]=[C:28]([CH3:29])[C:2]([NH:30][C@@H:31]3[CH2:35][CH2:34][N:33]([C:36]([O:38][C:39]([CH3:42])([CH3:41])[CH3:40])=[O:37])[CH2:32]3)=[CH:3][C:4]1=2)[CH3:24]. Given the reactants Cl[C:2]1[C:28]([CH3:29])=[CH:27][C:5]2[N:6]=[C:7]3[C:12]([N:13]([CH2:14][CH2:15][CH2:16][CH2:17][CH2:18][CH2:19][C:20]([O:22][CH2:23][CH3:24])=[O:21])[C:4]=2[CH:3]=1)=[N:11][C:10](=[O:25])[NH:9][C:8]3=[O:26].[NH2:30][C@@H:31]1[CH2:35][CH2:34][N:33]([C:36]([O:38][C:39]([CH3:42])([CH3:41])[CH3:40])=[O:37])[CH2:32]1, predict the reaction product.